From a dataset of Catalyst prediction with 721,799 reactions and 888 catalyst types from USPTO. Predict which catalyst facilitates the given reaction. (1) The catalyst class is: 11. Product: [C:1]([O:5][C:6]([NH:8][CH2:9][C:10]1[C:11]([CH2:36][CH:37]([CH3:39])[CH3:38])=[N:12][C:13]([CH3:35])=[C:14]([C:27]=1[C:28]1[CH:33]=[CH:32][C:31]([CH3:34])=[CH:30][CH:29]=1)[C:15]([O:17][CH2:18][C:19]1[CH:24]=[CH:23][C:22]([C:25]2[NH:55][N:54]=[N:53][N:26]=2)=[CH:21][CH:20]=1)=[O:16])=[O:7])([CH3:4])([CH3:3])[CH3:2]. Reactant: [C:1]([O:5][C:6]([NH:8][CH2:9][C:10]1[C:11]([CH2:36][CH:37]([CH3:39])[CH3:38])=[N:12][C:13]([CH3:35])=[C:14]([C:27]=1[C:28]1[CH:33]=[CH:32][C:31]([CH3:34])=[CH:30][CH:29]=1)[C:15]([O:17][CH2:18][C:19]1[CH:24]=[CH:23][C:22]([C:25]#[N:26])=[CH:21][CH:20]=1)=[O:16])=[O:7])([CH3:4])([CH3:3])[CH3:2].C([Sn]([N:53]=[N+:54]=[N-:55])(CCCC)CCCC)CCC. (2) Reactant: [CH2:1]([O:8][CH2:9][C:10]1([C:16]([O:18][CH3:19])=[O:17])[CH2:14][C:13](=[O:15])[NH:12][CH2:11]1)[C:2]1[CH:7]=[CH:6][CH:5]=[CH:4][CH:3]=1.I[C:21]1[CH:22]=[N:23][N:24]2[CH2:29][C@H:28]([CH3:30])[N:27]([C:31]([O:33][C:34]([CH3:37])([CH3:36])[CH3:35])=[O:32])[CH2:26][C:25]=12.[O-]P([O-])([O-])=O.[K+].[K+].[K+].CN[C@@H]1CCCC[C@H]1NC. Product: [CH2:1]([O:8][CH2:9][C:10]1([C:16]([O:18][CH3:19])=[O:17])[CH2:11][N:12]([C:21]2[CH:22]=[N:23][N:24]3[CH2:29][C@H:28]([CH3:30])[N:27]([C:31]([O:33][C:34]([CH3:35])([CH3:37])[CH3:36])=[O:32])[CH2:26][C:25]=23)[C:13](=[O:15])[CH2:14]1)[C:2]1[CH:3]=[CH:4][CH:5]=[CH:6][CH:7]=1. The catalyst class is: 156. (3) Reactant: [C:1]([NH:24][C@@H:25]([CH2:49][CH2:50][CH2:51][CH2:52][NH:53][C:54](=[O:76])[CH2:55][CH2:56]/[CH:57]=[CH:58]\[CH2:59]/[CH:60]=[CH:61]\[CH2:62]/[CH:63]=[CH:64]\[CH2:65]/[CH:66]=[CH:67]\[CH2:68]/[CH:69]=[CH:70]\[CH2:71]/[CH:72]=[CH:73]\[CH2:74][CH3:75])[C:26]([NH:28][C:29]1[S:30][C:31]2[CH2:37][C@H:36]([N:38]([CH2:46][CH2:47][CH3:48])C(=O)OC(C)(C)C)[CH2:35][CH2:34][C:32]=2[N:33]=1)=[O:27])(=[O:23])[CH2:2][CH2:3]/[CH:4]=[CH:5]\[CH2:6]/[CH:7]=[CH:8]\[CH2:9]/[CH:10]=[CH:11]\[CH2:12]/[CH:13]=[CH:14]\[CH2:15]/[CH:16]=[CH:17]\[CH2:18]/[CH:19]=[CH:20]\[CH2:21][CH3:22]. Product: [O:27]=[C:26]([NH:28][C:29]1[S:30][C:31]2[CH2:37][C@H:36]([NH:38][CH2:46][CH2:47][CH3:48])[CH2:35][CH2:34][C:32]=2[N:33]=1)[C@@H:25]([NH:24][C:1](=[O:23])[CH2:2][CH2:3]/[CH:4]=[CH:5]\[CH2:6]/[CH:7]=[CH:8]\[CH2:9]/[CH:10]=[CH:11]\[CH2:12]/[CH:13]=[CH:14]\[CH2:15]/[CH:16]=[CH:17]\[CH2:18]/[CH:19]=[CH:20]\[CH2:21][CH3:22])[CH2:49][CH2:50][CH2:51][CH2:52][NH:53][C:54](=[O:76])[CH2:55][CH2:56]/[CH:57]=[CH:58]\[CH2:59]/[CH:60]=[CH:61]\[CH2:62]/[CH:63]=[CH:64]\[CH2:65]/[CH:66]=[CH:67]\[CH2:68]/[CH:69]=[CH:70]\[CH2:71]/[CH:72]=[CH:73]\[CH2:74][CH3:75]. The catalyst class is: 601. (4) Reactant: [Si:1]([O:8][C@H:9]([C:26]([CH2:28]O)=[CH2:27])[CH2:10][C:11]12[CH2:19][CH2:18][CH2:17][CH:16]([C:20]#[N:21])[CH:15]1[C:14]1([O:25][CH2:24][CH2:23][O:22]1)[CH2:13][CH2:12]2)([C:4]([CH3:7])([CH3:6])[CH3:5])([CH3:3])[CH3:2].C(N(CC)CC)C.C1(P(C2C=CC=CC=2)C2C=CC=CC=2)C=CC=CC=1.C(Br)(Br)(Br)[Br:57]. Product: [Br:57][CH2:28][C:26](=[CH2:27])[C@@H:9]([O:8][Si:1]([C:4]([CH3:7])([CH3:6])[CH3:5])([CH3:3])[CH3:2])[CH2:10][C@@:11]12[CH2:19][CH2:18][CH2:17][C@@H:16]([C:20]#[N:21])[C@@H:15]1[C:14]1([O:25][CH2:24][CH2:23][O:22]1)[CH2:13][CH2:12]2. The catalyst class is: 4. (5) Reactant: C[O:2][C:3](=[O:20])[C:4]1[CH:9]=[CH:8][CH:7]=[C:6]([CH2:10][O:11][C:12]2[CH:17]=[CH:16][C:15]([Br:18])=[CH:14][C:13]=2[F:19])[CH:5]=1.[OH-].[Li+].Cl. Product: [Br:18][C:15]1[CH:16]=[CH:17][C:12]([O:11][CH2:10][C:6]2[CH:5]=[C:4]([CH:9]=[CH:8][CH:7]=2)[C:3]([OH:20])=[O:2])=[C:13]([F:19])[CH:14]=1. The catalyst class is: 38. (6) Reactant: C1(C)C=CC(S(N[C@H](C2C=CC=CC=2)[C@@H](C2C=CC=CC=2)N)(=O)=O)=CC=1.C(O)(C)C.CC(C)([O-])C.[K+].[Cl:37][CH2:38][C:39]([C:41]1[CH:46]=[CH:45][CH:44]=[C:43]([N:47]([CH3:49])[CH3:48])[CH:42]=1)=[O:40]. Product: [Cl:37][CH2:38][CH:39]([C:41]1[CH:46]=[CH:45][CH:44]=[C:43]([N:47]([CH3:49])[CH3:48])[CH:42]=1)[OH:40]. The catalyst class is: 32.